This data is from Reaction yield outcomes from USPTO patents with 853,638 reactions. The task is: Predict the reaction yield, written as a fraction of the theoretical maximum amount of product (1.0 means a 100% yield; for example, 0.34 means a 34% yield). (1) The yield is 0.810. The catalyst is C(O)C.CO.[Pd]. The product is [NH2:8][C:9]1[N:14]=[CH:13][C:12]([N:15]([CH3:35])[C:16](=[O:34])[C:17]([C:20]2[CH:21]=[C:22]([C:30]([F:31])([F:32])[F:33])[CH:23]=[C:24]([C:26]([F:29])([F:27])[F:28])[CH:25]=2)([CH3:19])[CH3:18])=[C:11]([C:36]2[CH:41]=[CH:40][CH:39]=[CH:38][C:37]=2[CH3:42])[CH:10]=1. The reactants are C([NH:8][C:9]1[N:14]=[CH:13][C:12]([N:15]([CH3:35])[C:16](=[O:34])[C:17]([C:20]2[CH:25]=[C:24]([C:26]([F:29])([F:28])[F:27])[CH:23]=[C:22]([C:30]([F:33])([F:32])[F:31])[CH:21]=2)([CH3:19])[CH3:18])=[C:11]([C:36]2[CH:41]=[CH:40][CH:39]=[CH:38][C:37]=2[CH3:42])[CH:10]=1)C1C=CC=CC=1.Cl. (2) The reactants are [H-].[Na+].[NH2:3][C:4]1[CH:9]=[CH:8][C:7]([OH:10])=[CH:6][C:5]=1[N+:11]([O-:13])=[O:12].[CH3:14][O:15][CH2:16]Cl. The catalyst is C1COCC1. The product is [CH3:14][O:15][CH2:16][O:10][C:7]1[CH:8]=[CH:9][C:4]([NH2:3])=[C:5]([N+:11]([O-:13])=[O:12])[CH:6]=1. The yield is 0.600.